This data is from Reaction yield outcomes from USPTO patents with 853,638 reactions. The task is: Predict the reaction yield, written as a fraction of the theoretical maximum amount of product (1.0 means a 100% yield; for example, 0.34 means a 34% yield). (1) The reactants are ClC[CH2:3][N:4]1[C:8](=O)[O:7][N:6]=[C:5]1[C:10]1[C:14]2[CH:15]=[C:16]([CH:33]3[CH2:35][CH2:34]3)[C:17]([N:19]([CH2:24][C:25]3[CH:30]=[CH:29][C:28]([O:31][CH3:32])=[CH:27][CH:26]=3)[S:20]([CH3:23])(=[O:22])=[O:21])=[CH:18][C:13]=2[O:12][C:11]=1[C:36]1[CH:41]=[CH:40][C:39]([F:42])=[CH:38][CH:37]=1.[OH-].[Na+]. The catalyst is C(O)C. The product is [CH:33]1([C:16]2[C:17]([N:19]([CH2:24][C:25]3[CH:26]=[CH:27][C:28]([O:31][CH3:32])=[CH:29][CH:30]=3)[S:20]([CH3:23])(=[O:22])=[O:21])=[CH:18][C:13]3[O:12][C:11]([C:36]4[CH:41]=[CH:40][C:39]([F:42])=[CH:38][CH:37]=4)=[C:10]([C:5]4[NH:4][CH2:3][CH2:8][O:7][N:6]=4)[C:14]=3[CH:15]=2)[CH2:34][CH2:35]1. The yield is 0.670. (2) The reactants are [BH4-].[Na+].B(F)(F)F.CCOCC.[H][H].[N+:14]([C:17]1[CH:18]=[C:19]([CH:28]=[CH:29][C:30]=1[N+:31]([O-:33])=[O:32])[C:20]([N:22]1[CH2:27][CH2:26][O:25][CH2:24][CH2:23]1)=O)([O-:16])=[O:15]. No catalyst specified. The product is [N+:14]([C:17]1[CH:18]=[C:19]([CH:28]=[CH:29][C:30]=1[N+:31]([O-:33])=[O:32])[CH2:20][N:22]1[CH2:27][CH2:26][O:25][CH2:24][CH2:23]1)([O-:16])=[O:15]. The yield is 0.830. (3) The reactants are Br[C:2]1[C:3]([NH:9][CH2:10][C:11]([O:13][CH2:14][CH3:15])=[O:12])=[N:4][CH:5]=[C:6]([Br:8])[N:7]=1.[CH:16]([NH2:19])([CH3:18])[CH3:17].C(N(CC)C(C)C)(C)C.CS(C)=O. The catalyst is O. The product is [Br:8][C:6]1[N:7]=[C:2]([NH:19][CH:16]([CH3:18])[CH3:17])[C:3]([NH:9][CH2:10][C:11]([O:13][CH2:14][CH3:15])=[O:12])=[N:4][CH:5]=1. The yield is 0.557. (4) The reactants are Cl.[CH3:2][N:3]([C:22]1[CH:27]=[CH:26][CH:25]=[CH:24][CH:23]=1)[C:4]1[N:9]=[C:8]([NH2:10])[N:7]=[C:6]([C:11]2[N:15]=[C:14]([CH:16]3[CH2:21][CH2:20][NH:19][CH2:18][CH2:17]3)[O:13][N:12]=2)[N:5]=1.C(N(CC)CC)C.[F:35][C:36]([F:47])([F:46])[C:37](O[C:37](=[O:38])[C:36]([F:47])([F:46])[F:35])=[O:38]. The catalyst is C(Cl)Cl. The product is [NH2:10][C:8]1[N:9]=[C:4]([N:3]([CH3:2])[C:22]2[CH:27]=[CH:26][CH:25]=[CH:24][CH:23]=2)[N:5]=[C:6]([C:11]2[N:15]=[C:14]([CH:16]3[CH2:17][CH2:18][N:19]([C:37](=[O:38])[C:36]([F:47])([F:46])[F:35])[CH2:20][CH2:21]3)[O:13][N:12]=2)[N:7]=1. The yield is 0.0420. (5) The reactants are [C:1]([NH:5][S:6]([C:9]1[CH:10]=[N:11][CH:12]=[C:13]([C:15]2[C:24]3[C:19](=[C:20]([C:25]4[CH:30]=[CH:29][CH:28]=[CH:27][CH:26]=4)[CH:21]=[CH:22][CH:23]=3)[C:18](Cl)=[N:17][C:16]=2[Cl:32])[CH:14]=1)(=[O:8])=[O:7])([CH3:4])([CH3:3])[CH3:2].[CH2:33]([NH2:40])[C:34]1[CH:39]=[CH:38][CH:37]=[CH:36][CH:35]=1. The catalyst is O1CCOCC1.C(=O)(O)[O-].[Na+]. The product is [CH2:33]([NH:40][C:18]1[C:19]2[C:24](=[CH:23][CH:22]=[CH:21][C:20]=2[C:25]2[CH:26]=[CH:27][CH:28]=[CH:29][CH:30]=2)[C:15]([C:13]2[CH:14]=[C:9]([S:6]([NH:5][C:1]([CH3:2])([CH3:4])[CH3:3])(=[O:8])=[O:7])[CH:10]=[N:11][CH:12]=2)=[C:16]([Cl:32])[N:17]=1)[C:34]1[CH:39]=[CH:38][CH:37]=[CH:36][CH:35]=1. The yield is 0.700. (6) The reactants are [C:1]([O:5][C:6]([N:8]1[CH2:12][CH:11]([OH:13])[CH2:10][N:9]1[C:14]([O:16][CH2:17][C:18]1[CH:23]=[CH:22][CH:21]=[CH:20][CH:19]=1)=[O:15])=[O:7])([CH3:4])([CH3:3])[CH3:2].[CH3:24][C:25]([CH3:30])([CH3:29])[C:26](Cl)=[O:27].ClCCl. The catalyst is N1C=CC=CC=1.CN(C)C1C=CN=CC=1. The product is [C:1]([O:5][C:6]([N:8]1[CH2:12][CH:11]([O:13][C:26](=[O:27])[C:25]([CH3:30])([CH3:29])[CH3:24])[CH2:10][N:9]1[C:14]([O:16][CH2:17][C:18]1[CH:23]=[CH:22][CH:21]=[CH:20][CH:19]=1)=[O:15])=[O:7])([CH3:4])([CH3:2])[CH3:3]. The yield is 0.980.